The task is: Predict the reactants needed to synthesize the given product.. This data is from Full USPTO retrosynthesis dataset with 1.9M reactions from patents (1976-2016). (1) Given the product [Cl:7][CH2:8][CH2:9][CH2:10][CH:11]([C:15]1[CH:20]=[CH:19][C:18]([Cl:21])=[CH:17][C:16]=1[C:22]([F:25])([F:23])[F:24])[C:12]#[N:14], predict the reactants needed to synthesize it. The reactants are: P(Cl)(Cl)(OC)=O.[Cl:7][CH2:8][CH2:9][CH2:10][CH:11]([C:15]1[CH:20]=[CH:19][C:18]([Cl:21])=[CH:17][C:16]=1[C:22]([F:25])([F:24])[F:23])[C:12]([NH2:14])=O.N12CCCN=C1CCCCC2.C(=O)(O)[O-].[Na+]. (2) Given the product [O:99]1[CH2:104][CH2:103][N:102]([CH2:105][CH2:106][NH:107][C:34](=[O:35])[C:33]2[CH:37]=[CH:38][CH:39]=[C:31]([C:29]([NH:28][C:17]3[CH:18]=[CH:19][C:20]([N:22]4[CH2:23][CH2:24][CH2:25][CH2:26][CH2:27]4)=[CH:21][C:16]=3[C:12]3[CH:11]=[C:10]([C:8](=[O:9])[NH:7][CH2:6][C:5]4[CH:40]=[CH:41][CH:42]=[C:3]([C:2]([F:43])([F:1])[F:44])[CH:4]=4)[CH:15]=[CH:14][N:13]=3)=[O:30])[CH:32]=2)[CH2:101][CH2:100]1, predict the reactants needed to synthesize it. The reactants are: [F:1][C:2]([F:44])([F:43])[C:3]1[CH:4]=[C:5]([CH:40]=[CH:41][CH:42]=1)[CH2:6][NH:7][C:8]([C:10]1[CH:15]=[CH:14][N:13]=[C:12]([C:16]2[CH:21]=[C:20]([N:22]3[CH2:27][CH2:26][CH2:25][CH2:24][CH2:23]3)[CH:19]=[CH:18][C:17]=2[NH:28][C:29]([C:31]2[CH:32]=[C:33]([CH:37]=[CH:38][CH:39]=2)[C:34](O)=[O:35])=[O:30])[CH:11]=1)=[O:9].FC(F)(F)C1C=C(C=CC=1)CNC(C1C=CN=C(C2C=C(N3CCCCC3)C=CC=2NC(=O)C2C=CC=C(C(N(CCC(NCCOC)=O)C)=O)C=2)C=1)=O.[O:99]1[CH2:104][CH2:103][N:102]([CH2:105][CH2:106][NH2:107])[CH2:101][CH2:100]1. (3) Given the product [N+:1]([C:4]1[CH:11]=[CH:10][C:7]([CH2:8][N:18]2[CH2:23][CH2:22][S:21](=[O:25])(=[O:24])[CH2:20][CH2:19]2)=[CH:6][CH:5]=1)([O-:3])=[O:2], predict the reactants needed to synthesize it. The reactants are: [N+:1]([C:4]1[CH:11]=[CH:10][C:7]([CH2:8]Br)=[CH:6][CH:5]=1)([O-:3])=[O:2].C(=O)([O-])[O-].[K+].[K+].[NH:18]1[CH2:23][CH2:22][S:21](=[O:25])(=[O:24])[CH2:20][CH2:19]1. (4) Given the product [C:1]([O:5][C@@H:6]([C:11]1[C:16]([CH3:17])=[CH:15][N:14]2[N:18]=[C:19]([C:21]([OH:23])=[O:22])[CH:20]=[C:13]2[C:12]=1[N:25]1[CH2:26][CH2:27][C:28]([CH3:32])([CH3:31])[CH2:29][CH2:30]1)[C:7]([O:9][CH3:10])=[O:8])([CH3:4])([CH3:2])[CH3:3], predict the reactants needed to synthesize it. The reactants are: [C:1]([O:5][C@@H:6]([C:11]1[C:16]([CH3:17])=[CH:15][N:14]2[N:18]=[C:19]([C:21]([O:23]C)=[O:22])[CH:20]=[C:13]2[C:12]=1[N:25]1[CH2:30][CH2:29][C:28]([CH3:32])([CH3:31])[CH2:27][CH2:26]1)[C:7]([O:9][CH3:10])=[O:8])([CH3:4])([CH3:3])[CH3:2].[OH-].[Na+].O. (5) Given the product [N:1]1[CH:6]=[CH:5][CH:4]=[N:3][C:2]=1[CH2:7][C:8]([O:10][CH2:11][CH3:12])=[O:9], predict the reactants needed to synthesize it. The reactants are: [N:1]1[CH:6]=[CH:5][CH:4]=[N:3][C:2]=1[CH:7](C(OCC)=O)[C:8]([O:10][CH2:11][CH3:12])=[O:9].CS(C)=O.[Cl-].[Na+].